From a dataset of Peptide-MHC class I binding affinity with 185,985 pairs from IEDB/IMGT. Regression. Given a peptide amino acid sequence and an MHC pseudo amino acid sequence, predict their binding affinity value. This is MHC class I binding data. The peptide sequence is YHDPANWPL. The MHC is HLA-A02:01 with pseudo-sequence HLA-A02:01. The binding affinity (normalized) is 0.0847.